This data is from Forward reaction prediction with 1.9M reactions from USPTO patents (1976-2016). The task is: Predict the product of the given reaction. (1) Given the reactants [Cl:1][C:2]1[C:3]([CH3:47])=[C:4]([C:18]2[C:26]3[C:25]([O:27][C@H:28]([CH2:34][C:35]4[CH:40]=[CH:39][C:38]([F:41])=[CH:37][C:36]=4[O:42][CH2:43][O:44][CH3:45])[C:29]([O:31][CH2:32][CH3:33])=[O:30])=[N:24][CH:23]=[N:22][C:21]=3[S:20][C:19]=2I)[CH:5]=[CH:6][C:7]=1[O:8][CH2:9][CH2:10][N:11]1[CH2:16][CH2:15][N:14]([CH3:17])[CH2:13][CH2:12]1.[F:48][C:49]1[O:53][C:52](B2OC(C)(C)C(C)(C)O2)=[CH:51][CH:50]=1.C(=O)([O-])[O-].[Cs+].[Cs+], predict the reaction product. The product is: [Cl:1][C:2]1[C:3]([CH3:47])=[C:4]([C:18]2[C:26]3[C:25]([O:27][C@H:28]([CH2:34][C:35]4[CH:40]=[CH:39][C:38]([F:41])=[CH:37][C:36]=4[O:42][CH2:43][O:44][CH3:45])[C:29]([O:31][CH2:32][CH3:33])=[O:30])=[N:24][CH:23]=[N:22][C:21]=3[S:20][C:19]=2[C:52]2[O:53][C:49]([F:48])=[CH:50][CH:51]=2)[CH:5]=[CH:6][C:7]=1[O:8][CH2:9][CH2:10][N:11]1[CH2:16][CH2:15][N:14]([CH3:17])[CH2:13][CH2:12]1. (2) Given the reactants [O:1]1[CH2:6][CH2:5][N:4]([C:7]2[N:23]=[C:10]3[CH:11]=[C:12]([NH:15]C(=O)OC(C)(C)C)[CH:13]=[CH:14][N:9]3[N:8]=2)[CH2:3][CH2:2]1.[ClH:24], predict the reaction product. The product is: [ClH:24].[O:1]1[CH2:2][CH2:3][N:4]([C:7]2[N:23]=[C:10]3[CH:11]=[C:12]([NH2:15])[CH:13]=[CH:14][N:9]3[N:8]=2)[CH2:5][CH2:6]1. (3) Given the reactants [Cl:1][C:2]1[CH:28]=[CH:27][C:5]([O:6][C:7]2[CH:12]=[CH:11][C:10]([N:13]3[C@@H:17]([C:18]4[CH:23]=[CH:22][CH:21]=[CH:20][CH:19]=4)[C@H:16]([CH2:24][OH:25])[O:15][C:14]3=[O:26])=[CH:9][CH:8]=2)=[CH:4][CH:3]=1.[H-].[Na+].IC.[C:33]([O-])(O)=O.[Na+], predict the reaction product. The product is: [Cl:1][C:2]1[CH:3]=[CH:4][C:5]([O:6][C:7]2[CH:8]=[CH:9][C:10]([N:13]3[C@@H:17]([C:18]4[CH:23]=[CH:22][CH:21]=[CH:20][CH:19]=4)[C@H:16]([CH2:24][O:25][CH3:33])[O:15][C:14]3=[O:26])=[CH:11][CH:12]=2)=[CH:27][CH:28]=1. (4) Given the reactants [C:1]([O:9][CH:10]1[C:18]2[C:13](=[CH:14][CH:15]=[C:16](C)[CH:17]=2)[N:12]([CH2:20][CH3:21])[C:11]1=[O:22])(=[O:8])[C:2]1[CH:7]=[CH:6][CH:5]=[CH:4][CH:3]=1.[Cl:23]C1C=C2C(=CC=1)N(CC)C(=O)C2=O, predict the reaction product. The product is: [C:1]([O:9][CH:10]1[C:18]2[C:13](=[CH:14][CH:15]=[C:16]([Cl:23])[CH:17]=2)[N:12]([CH2:20][CH3:21])[C:11]1=[O:22])(=[O:8])[C:2]1[CH:7]=[CH:6][CH:5]=[CH:4][CH:3]=1. (5) Given the reactants [F:1][C:2]([F:26])([F:25])[O:3][C:4]1[CH:9]=[CH:8][C:7]([N:10]2[CH:14]=[N:13][C:12]([C:15]3[CH:24]=[CH:23][C:18]([C:19]([O:21]C)=[O:20])=[CH:17][CH:16]=3)=[N:11]2)=[CH:6][CH:5]=1.[OH-].[Li+], predict the reaction product. The product is: [F:26][C:2]([F:1])([F:25])[O:3][C:4]1[CH:5]=[CH:6][C:7]([N:10]2[CH:14]=[N:13][C:12]([C:15]3[CH:24]=[CH:23][C:18]([C:19]([OH:21])=[O:20])=[CH:17][CH:16]=3)=[N:11]2)=[CH:8][CH:9]=1. (6) The product is: [F:33][C:31]([F:32])([F:34])[C:27]1[CH:26]=[C:25]([C:23]2[O:22][N:21]=[C:20]([CH2:19][N:1]3[C:9]4[C:4](=[CH:5][C:6]([C:10]#[N:11])=[CH:7][CH:8]=4)[CH:3]=[CH:2]3)[N:24]=2)[CH:30]=[CH:29][CH:28]=1. Given the reactants [NH:1]1[C:9]2[C:4](=[CH:5][C:6]([C:10]#[N:11])=[CH:7][CH:8]=2)[CH:3]=[CH:2]1.C([O-])([O-])=O.[Cs+].[Cs+].Cl[CH2:19][C:20]1[N:24]=[C:23]([C:25]2[CH:30]=[CH:29][CH:28]=[C:27]([C:31]([F:34])([F:33])[F:32])[CH:26]=2)[O:22][N:21]=1, predict the reaction product. (7) Given the reactants [C:1]([Si:5]([CH3:22])([CH3:21])[O:6][CH:7]1[CH2:12][CH2:11][CH:10]([C:13]2[CH:18]=[CH:17][C:16]([NH2:19])=[C:15]([F:20])[CH:14]=2)[CH2:9][CH2:8]1)([CH3:4])([CH3:3])[CH3:2].C([O:25][C:26]([C:28]1([CH2:41][CH:42]=O)[CH2:33][CH2:32][N:31]([C:34]([O:36][C:37]([CH3:40])([CH3:39])[CH3:38])=[O:35])[CH2:30][CH2:29]1)=O)C.C(O)(=O)C.[BH-](OC(C)=O)(OC(C)=O)OC(C)=O.[Na+], predict the reaction product. The product is: [C:37]([O:36][C:34]([N:31]1[CH2:32][CH2:33][C:28]2([C:26](=[O:25])[N:19]([C:16]3[CH:17]=[CH:18][C:13]([CH:10]4[CH2:11][CH2:12][CH:7]([O:6][Si:5]([C:1]([CH3:4])([CH3:3])[CH3:2])([CH3:22])[CH3:21])[CH2:8][CH2:9]4)=[CH:14][C:15]=3[F:20])[CH2:42][CH2:41]2)[CH2:29][CH2:30]1)=[O:35])([CH3:38])([CH3:39])[CH3:40]. (8) Given the reactants OS(O)(=O)=O.[O:6]1[CH:10]=[CH:9][CH:8]=[C:7]1[CH:11]=[CH:12][C:13]([OH:15])=[O:14].[CH3:16]O, predict the reaction product. The product is: [O:6]1[CH:10]=[CH:9][CH:8]=[C:7]1[CH:11]=[CH:12][C:13]([O:15][CH3:16])=[O:14]. (9) Given the reactants [Cl:1][C:2]1[CH:31]=[C:30]([O:32][CH2:33][CH:34]2[CH2:36][CH2:35]2)[CH:29]=[CH:28][C:3]=1[O:4][C:5]1[S:6][C:7]([C:10]2[CH:14]=[C:13]([CH:15]([N:17]3C(=O)C4C(=CC=CC=4)C3=O)[CH3:16])[O:12][N:11]=2)=[CH:8][N:9]=1.O.NN, predict the reaction product. The product is: [Cl:1][C:2]1[CH:31]=[C:30]([O:32][CH2:33][CH:34]2[CH2:36][CH2:35]2)[CH:29]=[CH:28][C:3]=1[O:4][C:5]1[S:6][C:7]([C:10]2[CH:14]=[C:13]([CH:15]([NH2:17])[CH3:16])[O:12][N:11]=2)=[CH:8][N:9]=1.